Dataset: Catalyst prediction with 721,799 reactions and 888 catalyst types from USPTO. Task: Predict which catalyst facilitates the given reaction. (1) Reactant: [C:1](Cl)(=[O:4])[CH2:2][CH3:3].[CH2:6]([O:8][C:9]1[CH:10]=[CH:11][C:12]2[C:13]([CH3:22])([CH3:21])[CH2:14][CH2:15][C:16]([CH3:20])([CH3:19])[C:17]=2[CH:18]=1)[CH3:7].[Cl-].[Cl-].[Cl-].[Al+3]. Product: [CH2:6]([O:8][C:9]1[C:10]([C:1](=[O:4])[CH2:2][CH3:3])=[CH:11][C:12]2[C:13]([CH3:21])([CH3:22])[CH2:14][CH2:15][C:16]([CH3:20])([CH3:19])[C:17]=2[CH:18]=1)[CH3:7]. The catalyst class is: 4. (2) Reactant: [Cl:1][C:2]1[CH:7]=[CH:6][C:5]([C:8]2[NH:9][C:10]3[N:11]([N:15]=[CH:16][C:17]=3[CH2:18][C:19]([OH:21])=O)[C:12](=[O:14])[CH:13]=2)=[CH:4][C:3]=1[O:22][CH3:23].Cl.CN.C(Cl)CCl.C1C=CC2N(O)N=[N:37][C:35]=2C=1.Cl. Product: [Cl:1][C:2]1[CH:7]=[CH:6][C:5]([C:8]2[NH:9][C:10]3[N:11]([N:15]=[CH:16][C:17]=3[CH2:18][C:19]([NH:37][CH3:35])=[O:21])[C:12](=[O:14])[CH:13]=2)=[CH:4][C:3]=1[O:22][CH3:23]. The catalyst class is: 3. (3) Reactant: [Cl:1][C:2]1[CH:3]=[C:4]([CH:9]2[C:18]3[C:13](=[CH:14][C:15]([N+:19]([O-])=O)=[CH:16][CH:17]=3)[C:12](=[O:22])[CH2:11][CH2:10]2)[CH:5]=[CH:6][C:7]=1[Cl:8].[Cl-].[Cl-].[Ca+2]. Product: [NH2:19][C:15]1[CH:14]=[C:13]2[C:18]([CH:9]([C:4]3[CH:5]=[CH:6][C:7]([Cl:8])=[C:2]([Cl:1])[CH:3]=3)[CH2:10][CH2:11][C:12]2=[O:22])=[CH:17][CH:16]=1. The catalyst class is: 186. (4) Reactant: [CH2:1]([NH:3][C:4]([NH:6][C:7]1[CH:12]=[CH:11][C:10]([C:13]2[N:14]=[C:15]([N:23]3[CH2:28][CH2:27][O:26][CH2:25][C@@H:24]3[CH3:29])[C:16]3[CH2:22][CH2:21][NH:20][CH2:19][C:17]=3[N:18]=2)=[CH:9][CH:8]=1)=[O:5])[CH3:2].[CH3:30][S:31]([CH:34]=[CH2:35])(=[O:33])=[O:32].CCN(C(C)C)C(C)C. Product: [CH2:1]([NH:3][C:4]([NH:6][C:7]1[CH:8]=[CH:9][C:10]([C:13]2[N:14]=[C:15]([N:23]3[CH2:28][CH2:27][O:26][CH2:25][C@@H:24]3[CH3:29])[C:16]3[CH2:22][CH2:21][N:20]([CH2:35][CH2:34][S:31]([CH3:30])(=[O:33])=[O:32])[CH2:19][C:17]=3[N:18]=2)=[CH:11][CH:12]=1)=[O:5])[CH3:2]. The catalyst class is: 118.